From a dataset of Peptide-MHC class II binding affinity with 134,281 pairs from IEDB. Regression. Given a peptide amino acid sequence and an MHC pseudo amino acid sequence, predict their binding affinity value. This is MHC class II binding data. (1) The peptide sequence is IDLTKIDRCFQLRGNGV. The MHC is DRB5_0101 with pseudo-sequence DRB5_0101. The binding affinity (normalized) is 0.0614. (2) The peptide sequence is AETAVNTLFEKLEPM. The MHC is HLA-DPA10201-DPB10101 with pseudo-sequence HLA-DPA10201-DPB10101. The binding affinity (normalized) is 0.155. (3) The peptide sequence is PVIVADDLTAAINKG. The MHC is DRB1_0901 with pseudo-sequence DRB1_0901. The binding affinity (normalized) is 0.0739. (4) The peptide sequence is SWKLEKASLIEVKTC. The MHC is DRB1_0401 with pseudo-sequence DRB1_0401. The binding affinity (normalized) is 0.462.